Dataset: Full USPTO retrosynthesis dataset with 1.9M reactions from patents (1976-2016). Task: Predict the reactants needed to synthesize the given product. (1) Given the product [ClH:22].[C@@H:1]12[CH2:7][C@@H:4]([CH2:5][CH2:6]1)[CH2:3][C@H:2]2[C:8]([NH:10][C:11]1[S:12][C:13]([CH2:19][CH2:20][CH2:21][N:24]([CH3:23])[C:25]2[CH:30]=[CH:29][C:28]([CH3:31])=[CH:27][CH:26]=2)=[C:14]([Br:18])[C:15]=1[C:16]#[N:17])=[O:9], predict the reactants needed to synthesize it. The reactants are: [C@@H:1]12[CH2:7][C@@H:4]([CH2:5][CH2:6]1)[CH2:3][C@H:2]2[C:8]([NH:10][C:11]1[S:12][C:13]([CH2:19][CH2:20][CH2:21][Cl:22])=[C:14]([Br:18])[C:15]=1[C:16]#[N:17])=[O:9].[CH3:23][NH:24][C:25]1[CH:30]=[CH:29][C:28]([CH3:31])=[CH:27][CH:26]=1.Cl. (2) The reactants are: C1(C(N)=O)C2NC3C(=CC=CC=3)C=2C=CN=1.BrCCCCC.[CH3:23][C@:24]1([C:49]([N:51]2[CH2:56][CH2:55][CH2:54][CH2:53][CH2:52]2)=[O:50])[N:41]([C:42]([O:44][C:45]([CH3:48])([CH3:47])[CH3:46])=[O:43])[CH2:40][C:27]2[N:28]([CH2:35][CH2:36][CH2:37][CH2:38][CH3:39])[C:29]3[C:34]([C:26]=2[CH2:25]1)=[CH:33][CH:32]=[CH:31][CH:30]=3. Given the product [CH3:23][C@@:24]1([C:49]([N:51]2[CH2:52][CH2:53][CH2:54][CH2:55][CH2:56]2)=[O:50])[N:41]([C:42]([O:44][C:45]([CH3:46])([CH3:47])[CH3:48])=[O:43])[CH2:40][C:27]2[N:28]([CH2:35][CH2:36][CH2:37][CH2:38][CH3:39])[C:29]3[C:34]([C:26]=2[CH2:25]1)=[CH:33][CH:32]=[CH:31][CH:30]=3, predict the reactants needed to synthesize it. (3) Given the product [NH2:12][C:11]1[NH:13][C:4]2[CH:3]=[C:2]([Cl:1])[S:6][C:5]=2[S:7](=[O:9])(=[O:8])[N:10]=1, predict the reactants needed to synthesize it. The reactants are: [Cl:1][C:2]1[S:6][C:5]([S:7]([NH:10][C:11]([NH2:13])=[NH:12])(=[O:9])=[O:8])=[C:4](B(O)O)[CH:3]=1.N1C=CC=CC=1. (4) Given the product [C:7]([C:10]1[CH:11]=[CH:12][C:13]([O:34][CH2:35][C:36]2[CH:41]=[C:40]([O:4][CH2:2][CH3:1])[CH:39]=[CH:38][N:37]=2)=[C:14]([C:16]2[CH:33]=[CH:32][C:19]3[CH2:20][CH2:21][N:22]([C:25]([O:27][C:28]([CH3:31])([CH3:30])[CH3:29])=[O:26])[CH2:23][CH2:24][C:18]=3[CH:17]=2)[CH:15]=1)(=[O:9])[CH3:8], predict the reactants needed to synthesize it. The reactants are: [CH3:1][C:2](C)([O-:4])C.[K+].[C:7]([C:10]1[CH:11]=[CH:12][C:13]([O:34][CH2:35][C:36]2[CH:41]=[C:40](Cl)[CH:39]=[CH:38][N:37]=2)=[C:14]([C:16]2[CH:33]=[CH:32][C:19]3[CH2:20][CH2:21][N:22]([C:25]([O:27][C:28]([CH3:31])([CH3:30])[CH3:29])=[O:26])[CH2:23][CH2:24][C:18]=3[CH:17]=2)[CH:15]=1)(=[O:9])[CH3:8].O. (5) Given the product [ClH:25].[F:24][CH:7]([F:6])[O:8][C:9]1[CH:10]=[C:11]([N:15]2[CH2:20][CH2:19][NH:18][CH2:17][CH2:16]2)[CH:12]=[CH:13][CH:14]=1, predict the reactants needed to synthesize it. The reactants are: CC(C)([O-])C.[F:6][CH:7]([F:24])[O:8][C:9]1[CH:10]=[C:11]([N:15]2[CH2:20][CH2:19][N:18](C(O)=O)[CH2:17][CH2:16]2)[CH:12]=[CH:13][CH:14]=1.[ClH:25]. (6) Given the product [CH3:31][O:30][CH:27]1[CH2:28][CH2:29][N:24]([C:19]2[C:18]([O:17][CH:14]3[CH2:13][CH2:12][N:11]([C:2]4[CH:3]=[CH:4][C:5]5[C:10](=[CH:9][CH:8]=[CH:7][CH:6]=5)[N:1]=4)[CH2:16][CH2:15]3)=[N:23][CH:22]=[CH:21][N:20]=2)[CH2:25][CH2:26]1, predict the reactants needed to synthesize it. The reactants are: [N:1]1[C:10]2[C:5](=[CH:6][CH:7]=[CH:8][CH:9]=2)[CH:4]=[CH:3][C:2]=1[N:11]1[CH2:16][CH2:15][CH:14]([O:17][C:18]2[C:19]([N:24]3[CH2:29][CH2:28][CH:27]([OH:30])[CH2:26][CH2:25]3)=[N:20][CH:21]=[CH:22][N:23]=2)[CH2:13][CH2:12]1.[C:31]([O-])([O-])=O.[Cs+].[Cs+].IC.